From a dataset of Reaction yield outcomes from USPTO patents with 853,638 reactions. Predict the reaction yield, written as a fraction of the theoretical maximum amount of product (1.0 means a 100% yield; for example, 0.34 means a 34% yield). The reactants are [C:1](O)(O)([OH:4])CC.[CH2:7]([OH:11])[CH2:8][CH2:9][OH:10].C[CH:13]([OH:17])[CH:14]([OH:16])C.C(O)CCC[OH:22]. No catalyst specified. The product is [CH2:1]([OH:4])[C@H:9]([C@H:8]([C@@H:7]([C@@H:14]([CH2:13][OH:17])[OH:16])[OH:11])[OH:22])[OH:10]. The yield is 0.0600.